This data is from Peptide-MHC class I binding affinity with 185,985 pairs from IEDB/IMGT. The task is: Regression. Given a peptide amino acid sequence and an MHC pseudo amino acid sequence, predict their binding affinity value. This is MHC class I binding data. (1) The peptide sequence is LTLAIYHPQQFVYAG. The MHC is HLA-B44:03 with pseudo-sequence HLA-B44:03. The binding affinity (normalized) is 0.296. (2) The peptide sequence is STCYVFGLY. The MHC is HLA-A02:02 with pseudo-sequence HLA-A02:02. The binding affinity (normalized) is 0.122. (3) The peptide sequence is PKWNNETWQEW. The MHC is Mamu-B17 with pseudo-sequence Mamu-B17. The binding affinity (normalized) is 0.184.